This data is from Full USPTO retrosynthesis dataset with 1.9M reactions from patents (1976-2016). The task is: Predict the reactants needed to synthesize the given product. (1) Given the product [CH3:34][N:33]([CH3:35])[C:31]([CH3:32])=[CH:16][C:15]([C:11]1[CH:12]=[CH:13][CH:14]=[C:9]([C:7]2[CH:6]=[C:5]([NH:18][CH2:19][CH2:20][C:21]3[CH:22]=[CH:23][C:24]([O:27][CH3:28])=[CH:25][CH:26]=3)[N:4]=[C:3]([O:2][CH3:1])[N:8]=2)[CH:10]=1)=[O:17], predict the reactants needed to synthesize it. The reactants are: [CH3:1][O:2][C:3]1[N:8]=[C:7]([C:9]2[CH:10]=[C:11]([C:15](=[O:17])[CH3:16])[CH:12]=[CH:13][CH:14]=2)[CH:6]=[C:5]([NH:18][CH2:19][CH2:20][C:21]2[CH:26]=[CH:25][C:24]([O:27][CH3:28])=[CH:23][CH:22]=2)[N:4]=1.CO[C:31](OC)([N:33]([CH3:35])[CH3:34])[CH3:32]. (2) Given the product [ClH:46].[CH2:1]([O:5][C:6]1[CH:7]=[C:8]([CH2:29][NH:30][CH2:31][CH2:32][CH2:33][NH:34][CH2:35][CH2:36][CH2:37][NH2:38])[CH:9]=[C:10]([CH2:12][NH:13][CH2:14][CH2:15][CH2:16][NH:17][CH2:18][CH2:19][CH2:20][NH2:21])[CH:11]=1)[CH2:2][CH2:3][CH3:4], predict the reactants needed to synthesize it. The reactants are: [CH2:1]([O:5][C:6]1[CH:7]=[C:8]([CH2:29][NH:30][CH2:31][CH2:32][CH2:33][NH:34][CH2:35][CH2:36][CH2:37][NH:38]C(=O)OC(C)(C)C)[CH:9]=[C:10]([CH2:12][NH:13][CH2:14][CH2:15][CH2:16][NH:17][CH2:18][CH2:19][CH2:20][NH:21]C(=O)OC(C)(C)C)[CH:11]=1)[CH2:2][CH2:3][CH3:4].[ClH:46].